Dataset: hERG potassium channel inhibition data for cardiac toxicity prediction from Karim et al.. Task: Regression/Classification. Given a drug SMILES string, predict its toxicity properties. Task type varies by dataset: regression for continuous values (e.g., LD50, hERG inhibition percentage) or binary classification for toxic/non-toxic outcomes (e.g., AMES mutagenicity, cardiotoxicity, hepatotoxicity). Dataset: herg_karim. (1) The molecule is CS(=O)(=O)Nc1ccc2c(c1)[C@H](O)CC1(CCN([C@@H]3CCc4cc(C#N)ccc4C3)CC1)O2. The result is 1 (blocker). (2) The molecule is N#Cc1ccc2ccc(=O)n(CCN3CC[C@H](NCc4cc5c(cn4)OCCO5)[C@@H](F)C3)c2c1. The result is 0 (non-blocker). (3) The molecule is CC(C(O)c1ccc2c(c1)CNC(=O)N2)N1CCC(O)(c2ccc(F)cc2)CC1. The result is 1 (blocker). (4) The drug is O=C1NCCN1CCN1CCC(c2cn(-c3ccc(F)cc3)c3ccccc23)CC1. The result is 1 (blocker).